From a dataset of hERG potassium channel inhibition data for cardiac toxicity prediction from Karim et al.. Regression/Classification. Given a drug SMILES string, predict its toxicity properties. Task type varies by dataset: regression for continuous values (e.g., LD50, hERG inhibition percentage) or binary classification for toxic/non-toxic outcomes (e.g., AMES mutagenicity, cardiotoxicity, hepatotoxicity). Dataset: herg_karim. (1) The drug is C(CN1Cc2ccccc2C1)=C1CCCc2c1cnn2-c1ccccc1. The result is 1 (blocker). (2) The molecule is Nc1ccc(-c2cccs2)cc1NC(=O)c1ccc(N2CCC3(CC2)CNC(=O)O3)nc1. The result is 0 (non-blocker). (3) The molecule is O=C(O)CCc1ccc2cccc(N3CCN(CCc4ccc(OCCCN5CCCCCC5)cc4)CC3)c2n1. The result is 0 (non-blocker). (4) The molecule is COc1cccc(C2CCN([C@@H]3CC[C@@](C(=O)NCc4cc(C(F)(F)F)cc(C(F)(F)F)c4)(C(C)C)C3)CC2)c1. The result is 1 (blocker). (5) The drug is Cn1cc(Br)c(C(=O)N2CCN(CC(=O)c3ccc(F)cc3)CC2)n1. The result is 0 (non-blocker). (6) The compound is COc1ccc(C2CN(CCc3ccc(OC)c(OC)c3)CC2CCc2cc3ccc(Cl)cc3[nH]2)cc1. The result is 1 (blocker).